This data is from Catalyst prediction with 721,799 reactions and 888 catalyst types from USPTO. The task is: Predict which catalyst facilitates the given reaction. (1) Reactant: [N:1]1[N:5]2[CH:6]=[CH:7][CH:8]=[CH:9][C:4]2=[CH:3][C:2]=1[CH2:10][CH2:11][NH2:12].[CH2:13]=O. Product: [CH2:10]1[C:2]2[C:3](=[C:4]3[N:5]([N:1]=2)[CH:6]=[CH:7][CH:8]=[CH:9]3)[CH2:13][NH:12][CH2:11]1. The catalyst class is: 106. (2) Reactant: [CH2:1]([NH:5][C:6]1[N:14]=[C:13]2[C:9]([N:10]=[C:11]([O:22]C)[N:12]2[CH2:15][CH:16]2[CH2:21][CH2:20][CH2:19][O:18][CH2:17]2)=[C:8]([NH2:24])[N:7]=1)[CH2:2][CH2:3][CH3:4].Cl.[OH-].[Na+]. Product: [NH2:24][C:8]1[N:7]=[C:6]([NH:5][CH2:1][CH2:2][CH2:3][CH3:4])[N:14]=[C:13]2[C:9]=1[NH:10][C:11](=[O:22])[N:12]2[CH2:15][CH:16]1[CH2:21][CH2:20][CH2:19][O:18][CH2:17]1. The catalyst class is: 71. (3) Reactant: [NH2:1][C:2]1[CH:10]=[CH:9][C:5]([C:6]([NH2:8])=[O:7])=[CH:4][N:3]=1.[Cl:11][C:12]1[CH:21]=[C:20]([Cl:22])[CH:19]=[CH:18][C:13]=1[C:14](=O)[CH2:15]Cl.[OH-].[Na+]. Product: [Cl:11][C:12]1[CH:21]=[C:20]([Cl:22])[CH:19]=[CH:18][C:13]=1[C:14]1[N:1]=[C:2]2[CH:10]=[CH:9][C:5]([C:6]([NH2:8])=[O:7])=[CH:4][N:3]2[CH:15]=1. The catalyst class is: 8. (4) Reactant: [CH3:1][C:2]1[N:11]=[CH:10][CH:9]=[CH:8][C:3]=1[C:4](OC)=[O:5].[H-].C([Al+]CC(C)C)C(C)C.[C@H](O)(C([O-])=O)[C@@H](O)C([O-])=O.[Na+].[K+]. Product: [CH3:1][C:2]1[C:3]([CH2:4][OH:5])=[CH:8][CH:9]=[CH:10][N:11]=1. The catalyst class is: 2.